The task is: Predict which catalyst facilitates the given reaction.. This data is from Catalyst prediction with 721,799 reactions and 888 catalyst types from USPTO. (1) Reactant: C([O:3][C:4](=[O:21])[CH:5]=[CH:6][CH:7]=[CH:8][CH2:9][CH:10]([O:19][CH3:20])[C:11]1[CH:16]=[CH:15][C:14]([O:17][CH3:18])=[CH:13][CH:12]=1)C.[Li+].[OH-]. Product: [CH3:20][O:19][CH:10]([C:11]1[CH:16]=[CH:15][C:14]([O:17][CH3:18])=[CH:13][CH:12]=1)[CH2:9][CH:8]=[CH:7][CH:6]=[CH:5][C:4]([OH:21])=[O:3]. The catalyst class is: 5. (2) Reactant: [CH3:1][O:2][C:3]1[C:4]([C:9]([OH:11])=O)=[N:5][CH:6]=[CH:7][CH:8]=1.F[P-](F)(F)(F)(F)F.N1(OC(N(C)C)=[N+](C)C)C2N=CC=CC=2N=N1.CCN(C(C)C)C(C)C.[NH:45]1[C:53]2[C:48](=[C:49]([C:54]3[CH:55]=[C:56]([NH2:63])[C:57]4[CH:58]=[N:59][NH:60][C:61]=4[CH:62]=3)[CH:50]=[CH:51][CH:52]=2)[CH:47]=[CH:46]1. Product: [NH:45]1[C:53]2[C:48](=[C:49]([C:54]3[CH:62]=[C:61]4[C:57]([CH:58]=[N:59][NH:60]4)=[C:56]([NH:63][C:9]([C:4]4[C:3]([O:2][CH3:1])=[CH:8][CH:7]=[CH:6][N:5]=4)=[O:11])[CH:55]=3)[CH:50]=[CH:51][CH:52]=2)[CH:47]=[CH:46]1. The catalyst class is: 3. (3) Reactant: [CH3:1][C:2]1[S:6][C:5]([NH:7][C:8]2[CH:13]=[C:12](Cl)[N:11]=[C:10]([S:15][C:16]3[CH:21]=[CH:20][C:19]([NH:22][C:23]([CH:25]4[CH2:27][CH2:26]4)=[O:24])=[CH:18][CH:17]=3)[N:9]=2)=[N:4][CH:3]=1.Cl.Cl.[CH3:30][N:31]([CH3:36])[CH:32]1[CH2:35][NH:34][CH2:33]1.C(N(CC)C(C)C)(C)C. Product: [CH3:1][C:2]1[S:6][C:5]([NH:7][C:8]2[CH:13]=[C:12]([N:34]3[CH2:35][CH:32]([N:31]([CH3:36])[CH3:30])[CH2:33]3)[N:11]=[C:10]([S:15][C:16]3[CH:21]=[CH:20][C:19]([NH:22][C:23]([CH:25]4[CH2:27][CH2:26]4)=[O:24])=[CH:18][CH:17]=3)[N:9]=2)=[N:4][CH:3]=1. The catalyst class is: 51.